The task is: Predict the reaction yield, written as a fraction of the theoretical maximum amount of product (1.0 means a 100% yield; for example, 0.34 means a 34% yield).. This data is from Reaction yield outcomes from USPTO patents with 853,638 reactions. (1) The reactants are [CH2:1]([C:3]([C:22]1[CH:27]=[CH:26][C:25]([OH:28])=[C:24]([CH3:29])[CH:23]=1)([C:6]1[CH:11]=[CH:10][C:9]([C:12]#[C:13][C:14]2([OH:20])[CH2:19][CH2:18][CH2:17][CH2:16][CH2:15]2)=[C:8]([CH3:21])[CH:7]=1)[CH2:4][CH3:5])[CH3:2].[H-].[Al+3].[Li+].[H-].[H-].[H-].[Cl-].[NH4+]. The catalyst is O1CCCC1. The product is [CH2:1]([C:3]([C:22]1[CH:27]=[CH:26][C:25]([OH:28])=[C:24]([CH3:29])[CH:23]=1)([C:6]1[CH:11]=[CH:10][C:9](/[CH:12]=[CH:13]/[C:14]2([OH:20])[CH2:19][CH2:18][CH2:17][CH2:16][CH2:15]2)=[C:8]([CH3:21])[CH:7]=1)[CH2:4][CH3:5])[CH3:2]. The yield is 0.880. (2) The reactants are [Cl-].O[NH3+:3].[C:4](=[O:7])([O-])[OH:5].[Na+].CS(C)=O.[CH2:13]([C:17]1[N:18]=[C:19]([CH3:46])[N:20]([CH2:39][C:40]2[CH:45]=[CH:44][CH:43]=[CH:42][N:41]=2)[C:21](=[O:38])[C:22]=1[CH2:23][C:24]1[CH:29]=[CH:28][C:27]([C:30]2[C:31]([C:36]#[N:37])=[CH:32][CH:33]=[CH:34][CH:35]=2)=[CH:26][CH:25]=1)[CH2:14][CH2:15][CH3:16]. The product is [CH2:13]([C:17]1[N:18]=[C:19]([CH3:46])[N:20]([CH2:39][C:40]2[CH:45]=[CH:44][CH:43]=[CH:42][N:41]=2)[C:21](=[O:38])[C:22]=1[CH2:23][C:24]1[CH:25]=[CH:26][C:27]([C:30]2[CH:35]=[CH:34][CH:33]=[CH:32][C:31]=2[C:36]2[NH:3][C:4](=[O:7])[O:5][N:37]=2)=[CH:28][CH:29]=1)[CH2:14][CH2:15][CH3:16]. The catalyst is C(OCC)(=O)C. The yield is 0.0800. (3) The reactants are [F:1][C:2]1[CH:7]=[CH:6][C:5]([I:8])=[CH:4][C:3]=1[N+:9]([O-])=O. The catalyst is [Fe].C(O)(=O)C. The product is [F:1][C:2]1[CH:7]=[CH:6][C:5]([I:8])=[CH:4][C:3]=1[NH2:9]. The yield is 0.960. (4) The reactants are COC([C:5]1[CH2:11][CH2:10][N:9]([S:12]([C:15]2[CH:20]=[CH:19][C:18]([CH3:21])=[CH:17][CH:16]=2)(=[O:14])=[O:13])[C:8]2[CH:22]=[CH:23][CH:24]=[CH:25][C:7]=2[C:6]=1[OH:26])=O.C(OC(C1CCN(S(C2C=CC(C)=CC=2)(=O)=O)C2C=CC=CC=2C=1O)=O)C.C(O)(=O)C.Cl. The catalyst is C(O)C.O. The product is [C:18]1([CH3:21])[CH:17]=[CH:16][C:15]([S:12]([N:9]2[CH2:10][CH2:11][CH2:5][C:6](=[O:26])[C:7]3[CH:25]=[CH:24][CH:23]=[CH:22][C:8]2=3)(=[O:14])=[O:13])=[CH:20][CH:19]=1. The yield is 0.600. (5) The reactants are [C:1]1([Mg]Br)[CH:6]=[CH:5][CH:4]=[CH:3][CH:2]=1.[C:9]([O:13][C:14]([N:16]1[CH2:20][C:19](=[O:21])[CH2:18][C@@H:17]1[C@H:22]1[O:26][C:25]([CH3:28])([CH3:27])[N:24]([C:29](=[O:31])[CH3:30])[C@H:23]1[CH2:32][C:33]1[CH:38]=[C:37]([F:39])[CH:36]=[C:35]([F:40])[CH:34]=1)=[O:15])([CH3:12])([CH3:11])[CH3:10]. The catalyst is CCOCC.C(OCC)(=O)C. The product is [C:9]([O:13][C:14]([N:16]1[CH2:20][C@@:19]([OH:21])([C:1]2[CH:6]=[CH:5][CH:4]=[CH:3][CH:2]=2)[CH2:18][C@@H:17]1[C@H:22]1[O:26][C:25]([CH3:27])([CH3:28])[N:24]([C:29](=[O:31])[CH3:30])[C@H:23]1[CH2:32][C:33]1[CH:34]=[C:35]([F:40])[CH:36]=[C:37]([F:39])[CH:38]=1)=[O:15])([CH3:10])([CH3:11])[CH3:12]. The yield is 0.410.